Task: Predict the product of the given reaction.. Dataset: Forward reaction prediction with 1.9M reactions from USPTO patents (1976-2016) (1) Given the reactants [CH3:1][C:2]1[CH:6]=[C:5]([CH3:7])[NH:4][N:3]=1.[N:8]([CH2:11][Si:12]([O:16][CH3:17])([O:14][CH3:15])[CH3:13])=[C:9]=[O:10], predict the reaction product. The product is: [CH3:1][C:2]1[CH:6]=[C:5]([CH3:7])[N:4]([C:9](=[O:10])[NH:8][CH2:11][Si:12]([O:16][CH3:17])([O:14][CH3:15])[CH3:13])[N:3]=1. (2) Given the reactants Cl[C:2]1[N:7]=[C:6]([C:8]([F:11])([F:10])[F:9])[CH:5]=[CH:4][N:3]=1.[CH3:12][NH:13][CH3:14], predict the reaction product. The product is: [CH3:12][N:13]([CH3:14])[C:2]1[N:7]=[C:6]([C:8]([F:11])([F:10])[F:9])[CH:5]=[CH:4][N:3]=1.